This data is from TCR-epitope binding with 47,182 pairs between 192 epitopes and 23,139 TCRs. The task is: Binary Classification. Given a T-cell receptor sequence (or CDR3 region) and an epitope sequence, predict whether binding occurs between them. The epitope is TPGPGVRYPL. The TCR CDR3 sequence is CASSYSRTDLKNIQYF. Result: 1 (the TCR binds to the epitope).